Dataset: Full USPTO retrosynthesis dataset with 1.9M reactions from patents (1976-2016). Task: Predict the reactants needed to synthesize the given product. (1) Given the product [CH3:12][C@H:13]1[CH2:18][CH2:17][CH2:16][N:15]([C:26]([O:25][C:22]([CH3:24])([CH3:23])[CH3:21])=[O:27])[CH2:14]1, predict the reactants needed to synthesize it. The reactants are: O[C@@H](C1C=CC=CC=1)C(O)=O.[CH3:12][C@H:13]1[CH2:18][CH2:17][CH2:16][NH:15][CH2:14]1.[OH-].[Na+].[CH3:21][C:22]([O:25][C:26](O[C:26]([O:25][C:22]([CH3:24])([CH3:23])[CH3:21])=[O:27])=[O:27])([CH3:24])[CH3:23]. (2) Given the product [NH2:1][C:2]1[N:7]=[CH:6][C:5]([C:8]2[CH:13]=[CH:12][C:11]([C:19]3[C:20]([S:25]([NH:28][CH:29]4[CH2:34][CH2:33][CH2:32][CH2:31][CH2:30]4)(=[O:27])=[O:26])=[CH:21][CH:22]=[CH:23][CH:24]=3)=[CH:10][C:9]=2[F:17])=[CH:4][CH:3]=1, predict the reactants needed to synthesize it. The reactants are: [NH2:1][C:2]1[N:7]=[CH:6][C:5]([C:8]2[CH:13]=[CH:12][C:11](B(O)O)=[CH:10][C:9]=2[F:17])=[CH:4][CH:3]=1.Br[C:19]1[CH:24]=[CH:23][CH:22]=[CH:21][C:20]=1[S:25]([NH:28][CH:29]1[CH2:34][CH2:33][CH2:32][CH2:31][CH2:30]1)(=[O:27])=[O:26].C([O-])([O-])=O.[K+].[K+].C1COCC1. (3) Given the product [CH:1]1([C:4]2[CH:9]=[CH:8][C:7]([NH:10][C:23]3[C:31]4[S:30][N:29]=[CH:28][C:27]=4[CH:26]=[CH:25][C:24]=3[C:32]([OH:34])=[O:33])=[C:6]([F:11])[CH:5]=2)[CH2:3][CH2:2]1, predict the reactants needed to synthesize it. The reactants are: [CH:1]1([C:4]2[CH:9]=[CH:8][C:7]([NH2:10])=[C:6]([F:11])[CH:5]=2)[CH2:3][CH2:2]1.[Li+].C[Si]([N-][Si](C)(C)C)(C)C.F[C:23]1[C:31]2[S:30][N:29]=[CH:28][C:27]=2[CH:26]=[CH:25][C:24]=1[C:32]([OH:34])=[O:33]. (4) The reactants are: C(S[C:4]1[N:9]=[C:8]([OH:10])[CH:7]=[C:6]([C:11]2[CH:16]=[CH:15][CH:14]=[CH:13][CH:12]=2)[N:5]=1)C.[Cl:17][C:18]1[CH:19]=[C:20]([NH2:26])[CH:21]=[CH:22][C:23]=1[O:24][CH3:25]. Given the product [Cl:17][C:18]1[CH:19]=[C:20]([NH:26][C:4]2[N:9]=[C:8]([OH:10])[CH:7]=[C:6]([C:11]3[CH:12]=[CH:13][CH:14]=[CH:15][CH:16]=3)[N:5]=2)[CH:21]=[CH:22][C:23]=1[O:24][CH3:25], predict the reactants needed to synthesize it.